Predict which catalyst facilitates the given reaction. From a dataset of Catalyst prediction with 721,799 reactions and 888 catalyst types from USPTO. (1) The catalyst class is: 2. Product: [C:42]([N:29]1[CH2:30][CH2:31][CH:26]([CH2:25][O:24][C:18]2[CH:17]=[C:16]3[C:21]([C:12]([O:11][C:10]4[C:2]([F:1])=[C:3]5[C:7](=[CH:8][CH:9]=4)[NH:6][C:5]([CH3:32])=[CH:4]5)=[N:13][CH:14]=[N:15]3)=[CH:20][C:19]=2[O:22][CH3:23])[CH2:27][CH2:28]1)(=[O:44])[CH3:43]. Reactant: [F:1][C:2]1[C:10]([O:11][C:12]2[C:21]3[C:16](=[CH:17][C:18]([O:24][CH2:25][CH:26]4[CH2:31][CH2:30][NH:29][CH2:28][CH2:27]4)=[C:19]([O:22][CH3:23])[CH:20]=3)[N:15]=[CH:14][N:13]=2)=[CH:9][CH:8]=[C:7]2[C:3]=1[CH:4]=[C:5]([CH3:32])[NH:6]2.C(N(C(C)C)CC)(C)C.[C:42](Cl)(=[O:44])[CH3:43]. (2) Reactant: [Cl:1][C:2]1[CH:7]=[C:6]([NH2:8])[CH:5]=[CH:4][C:3]=1[NH:9][C:10]1[CH:15]=[CH:14][N:13]=[C:12]2[NH:16][CH:17]=[CH:18][C:11]=12.[Cl:19][C:20]1[CH:25]=[C:24](Cl)[N:23]=[C:22]([NH2:27])[N:21]=1.Cl.[OH-].[Na+]. Product: [Cl:19][C:20]1[N:21]=[C:22]([NH2:27])[N:23]=[C:24]([NH:8][C:6]2[CH:5]=[CH:4][C:3]([NH:9][C:10]3[CH:15]=[CH:14][N:13]=[C:12]4[NH:16][CH:17]=[CH:18][C:11]=34)=[C:2]([Cl:1])[CH:7]=2)[CH:25]=1. The catalyst class is: 6.